From a dataset of Catalyst prediction with 721,799 reactions and 888 catalyst types from USPTO. Predict which catalyst facilitates the given reaction. (1) Reactant: [CH3:1][CH2:2][CH2:3][CH2:4][CH2:5][N:6]([CH2:8][CH2:9][C:10]([P:16]([OH:19])([OH:18])=[O:17])([P:12]([OH:15])([OH:14])=[O:13])[OH:11])[CH3:7].[OH-].[Na+:21]. Product: [CH3:1][CH2:2][CH2:3][CH2:4][CH2:5][N:6]([CH2:8][CH2:9][C:10]([P:16]([O-:19])([OH:18])=[O:17])([P:12]([OH:15])([OH:14])=[O:13])[OH:11])[CH3:7].[Na+:21]. The catalyst class is: 6. (2) Reactant: [OH:1][C:2]1[CH:3]=[C:4]2[C:9](=[CH:10][CH:11]=1)[C:8](=[O:12])[O:7][CH2:6][CH2:5]2.[O:13]1[CH2:17][CH2:16][CH2:15][C@H:14]1[CH2:18]OS(C)(=O)=O.C(=O)([O-])[O-].[Cs+].[Cs+]. Product: [O:13]1[CH2:17][CH2:16][CH2:15][C@H:14]1[CH2:18][O:1][C:2]1[CH:3]=[C:4]2[C:9](=[CH:10][CH:11]=1)[C:8](=[O:12])[O:7][CH2:6][CH2:5]2. The catalyst class is: 3. (3) Reactant: C([O:3][C:4](=[O:31])[C:5]1[CH:10]=[C:9]([C:11]2[CH:16]=[C:15]([NH:17][CH2:18][CH2:19][C:20]3[CH:25]=[CH:24][C:23]([O:26][CH3:27])=[CH:22][CH:21]=3)[N:14]=[C:13]([O:28][CH3:29])[N:12]=2)[CH:8]=[CH:7][C:6]=1[Cl:30])C.[OH-].[Na+]. Product: [ClH:30].[Cl:30][C:6]1[CH:7]=[CH:8][C:9]([C:11]2[CH:16]=[C:15]([NH:17][CH2:18][CH2:19][C:20]3[CH:21]=[CH:22][C:23]([O:26][CH3:27])=[CH:24][CH:25]=3)[N:14]=[C:13]([O:28][CH3:29])[N:12]=2)=[CH:10][C:5]=1[C:4]([OH:31])=[O:3]. The catalyst class is: 24.